The task is: Predict the product of the given reaction.. This data is from Forward reaction prediction with 1.9M reactions from USPTO patents (1976-2016). Given the reactants [F:1][C:2]1[CH:7]=[CH:6][C:5]([C:8]2[N:9]=[C:10]3[N:15]([CH:16]=2)[CH2:14][CH2:13][O:12][CH2:11]3)=[CH:4][CH:3]=1.C1C(=O)N([Br:24])C(=O)C1, predict the reaction product. The product is: [Br:24][C:16]1[N:15]2[C:10]([CH2:11][O:12][CH2:13][CH2:14]2)=[N:9][C:8]=1[C:5]1[CH:4]=[CH:3][C:2]([F:1])=[CH:7][CH:6]=1.